From a dataset of Catalyst prediction with 721,799 reactions and 888 catalyst types from USPTO. Predict which catalyst facilitates the given reaction. (1) Reactant: [CH3:1][O:2][C:3]1[CH:8]=[CH:7][C:6]([C:9]2[S:13][C:12]([NH:14][C:15](=[O:17])[CH3:16])=[N:11][C:10]=2[CH3:18])=[CH:5][CH:4]=1.[Cl:19][S:20](O)(=[O:22])=[O:21]. Product: [C:15]([NH:14][C:12]1[S:13][C:9]([C:6]2[CH:5]=[CH:4][C:3]([O:2][CH3:1])=[C:8]([S:20]([Cl:19])(=[O:22])=[O:21])[CH:7]=2)=[C:10]([CH3:18])[N:11]=1)(=[O:17])[CH3:16]. The catalyst class is: 4. (2) Reactant: [CH2:1]([CH:6]1[CH2:10][CH2:9][CH2:8][CH:7]1[OH:11])[CH2:2][CH2:3][CH2:4][CH3:5].[CH2:12](Br)[CH:13]=[CH2:14].[H-].[Na+]. Product: [CH2:14]([O:11][CH:7]1[CH2:8][CH2:9][CH2:10][CH:6]1[CH2:1][CH2:2][CH2:3][CH2:4][CH3:5])[CH:13]=[CH2:12]. The catalyst class is: 3. (3) Product: [C:22]([O:21][C:20]([NH:1][C@H:2]([CH2:8][C:9]1[CH:14]=[C:13]([F:15])[C:12]([F:16])=[CH:11][C:10]=1[F:17])[CH2:3][C:4]([OH:6])=[O:5])=[O:26])([CH3:25])([CH3:24])[CH3:23]. Reactant: [NH2:1][C@H:2]([CH2:8][C:9]1[CH:14]=[C:13]([F:15])[C:12]([F:16])=[CH:11][C:10]=1[F:17])[CH2:3][C:4]([O:6]C)=[O:5].[OH-].[Li+].[C:20](O[C:20]([O:21][C:22]([CH3:25])([CH3:24])[CH3:23])=[O:26])(=[O:26])[O:21][C:22]([CH3:25])([CH3:24])[CH3:23].OS([O-])(=O)=O.[Na+]. The catalyst class is: 30. (4) Reactant: Cl.[Cl:2][C:3]1[CH:4]=[C:5]([NH:10][C:11]2[C:20]3[C:15](=[CH:16][C:17]([O:24][CH2:25][CH2:26][CH2:27][O:28]C4CCCCO4)=[C:18]([N+:21]([O-:23])=[O:22])[CH:19]=3)[N:14]=[CH:13][N:12]=2)[CH:6]=[CH:7][C:8]=1[F:9]. Product: [Cl:2][C:3]1[CH:4]=[C:5]([NH:10][C:11]2[C:20]3[C:15](=[CH:16][C:17]([O:24][CH2:25][CH2:26][CH2:27][OH:28])=[C:18]([N+:21]([O-:23])=[O:22])[CH:19]=3)[N:14]=[CH:13][N:12]=2)[CH:6]=[CH:7][C:8]=1[F:9]. The catalyst class is: 5. (5) Reactant: [CH3:1][O:2][C:3]1[CH:4]=[C:5]2[C:10](=[CH:11][C:12]=1[O:13][CH3:14])[N:9]=[CH:8][CH:7]=[C:6]2[O:15][C:16]1[CH:22]=[CH:21][C:19]([NH2:20])=[CH:18][CH:17]=1.C1(C)C=CC=CC=1.C(N(CC)CC)C.ClC(Cl)(O[C:41](=[O:47])[O:42][C:43](Cl)(Cl)Cl)Cl.[F:49][C:50]1[CH:60]=[CH:59][C:53]([O:54][CH2:55][CH2:56]CO)=[CH:52][CH:51]=1. Product: [CH3:1][O:2][C:3]1[CH:4]=[C:5]2[C:10](=[CH:11][C:12]=1[O:13][CH3:14])[N:9]=[CH:8][CH:7]=[C:6]2[O:15][C:16]1[CH:22]=[CH:21][C:19]([NH:20][C:41](=[O:47])[O:42][CH2:43][CH2:56][CH2:55][O:54][C:53]2[CH:59]=[CH:60][C:50]([F:49])=[CH:51][CH:52]=2)=[CH:18][CH:17]=1. The catalyst class is: 2. (6) Reactant: I[C:2]1[N:3]=[CH:4][N:5]([C:7]([C:20]2[CH:25]=[CH:24][CH:23]=[CH:22][CH:21]=2)([C:14]2[CH:19]=[CH:18][CH:17]=[CH:16][CH:15]=2)[C:8]2[CH:13]=[CH:12][CH:11]=[CH:10][CH:9]=2)[CH:6]=1.C([Mg]Br)(C)C.[CH3:31][C:32]1([CH3:54])[C:37](=[O:38])[CH2:36][CH2:35][CH2:34][CH:33]1[N:39]([CH2:52][CH3:53])[C:40]1[CH:47]=[CH:46][C:43]([C:44]#[N:45])=[C:42]([C:48]([F:51])([F:50])[F:49])[CH:41]=1. Product: [CH2:52]([N:39]([CH:33]1[CH2:34][CH2:35][CH2:36][C:37]([OH:38])([C:2]2[N:3]=[CH:4][N:5]([C:7]([C:8]3[CH:13]=[CH:12][CH:11]=[CH:10][CH:9]=3)([C:20]3[CH:21]=[CH:22][CH:23]=[CH:24][CH:25]=3)[C:14]3[CH:15]=[CH:16][CH:17]=[CH:18][CH:19]=3)[CH:6]=2)[C:32]1([CH3:54])[CH3:31])[C:40]1[CH:47]=[CH:46][C:43]([C:44]#[N:45])=[C:42]([C:48]([F:49])([F:50])[F:51])[CH:41]=1)[CH3:53]. The catalyst class is: 2.